This data is from Forward reaction prediction with 1.9M reactions from USPTO patents (1976-2016). The task is: Predict the product of the given reaction. (1) Given the reactants [C:1]1([C:7]2[S:12][C:11]3[CH:13]=[CH:14][CH:15]=[CH:16][C:10]=3[O:9][C:8]=2[C:17]2[CH:22]=[CH:21][C:20]([OH:23])=[CH:19][CH:18]=2)[CH:6]=[CH:5][CH:4]=[CH:3][CH:2]=1.[N:24]1([CH2:30][CH2:31]O)[CH2:29][CH2:28][CH2:27][CH2:26][CH2:25]1, predict the reaction product. The product is: [C:1]1([C:7]2[S:12][C:11]3[CH:13]=[CH:14][CH:15]=[CH:16][C:10]=3[O:9][C:8]=2[C:17]2[CH:18]=[CH:19][C:20]([O:23][CH2:31][CH2:30][N:24]3[CH2:29][CH2:28][CH2:27][CH2:26][CH2:25]3)=[CH:21][CH:22]=2)[CH:2]=[CH:3][CH:4]=[CH:5][CH:6]=1. (2) Given the reactants [F:1][C:2]1[CH:7]=[C:6]([CH3:8])[CH:5]=[CH:4][C:3]=1[C:9]1[S:13][N:12]=[C:11]([OH:14])[C:10]=1[C:15]#[N:16].C(N(CC)CC)C.[O:24](S(C(F)(F)F)(=O)=O)[S:25]([C:28]([F:31])([F:30])[F:29])(=O)=[O:26], predict the reaction product. The product is: [F:29][C:28]([F:31])([F:30])[S:25]([O:14][C:11]1[C:10]([C:15]#[N:16])=[C:9]([C:3]2[CH:4]=[CH:5][C:6]([CH3:8])=[CH:7][C:2]=2[F:1])[S:13][N:12]=1)(=[O:26])=[O:24]. (3) Given the reactants [F:1][C:2]([F:10])([F:9])[C:3]1([C:6](O)=[O:7])[CH2:5][CH2:4]1, predict the reaction product. The product is: [F:1][C:2]([F:10])([F:9])[C:3]1([CH2:6][OH:7])[CH2:5][CH2:4]1. (4) Given the reactants [C:1]([C:5]1[CH:12]=[CH:11][C:8]([CH:9]=O)=[CH:7][CH:6]=1)([CH3:4])([CH3:3])[CH3:2].[Cl:13][C:14]1[CH:19]=[C:18]([Cl:20])[CH:17]=[CH:16][C:15]=1[CH2:21][CH2:22][NH2:23].[BH4-].[Na+].Cl, predict the reaction product. The product is: [C:1]([C:5]1[CH:12]=[CH:11][C:8]([CH2:9][NH:23][CH2:22][CH2:21][C:15]2[CH:16]=[CH:17][C:18]([Cl:20])=[CH:19][C:14]=2[Cl:13])=[CH:7][CH:6]=1)([CH3:4])([CH3:3])[CH3:2].